This data is from Reaction yield outcomes from USPTO patents with 853,638 reactions. The task is: Predict the reaction yield, written as a fraction of the theoretical maximum amount of product (1.0 means a 100% yield; for example, 0.34 means a 34% yield). (1) The catalyst is CC(C)=O. The product is [NH2:1][C:2]1[CH:7]=[CH:6][C:5]([O:8][CH2:16][CH2:17][NH:18][C:19](=[O:25])[O:20][C:21]([CH3:24])([CH3:23])[CH3:22])=[C:4]([C:9]2[N:13]([CH3:14])[N:12]=[CH:11][CH:10]=2)[CH:3]=1. The reactants are [NH2:1][C:2]1[CH:7]=[CH:6][C:5]([OH:8])=[C:4]([C:9]2[N:13]([CH3:14])[N:12]=[CH:11][CH:10]=2)[CH:3]=1.Br[CH2:16][CH2:17][NH:18][C:19](=[O:25])[O:20][C:21]([CH3:24])([CH3:23])[CH3:22].C(=O)([O-])[O-].[K+].[K+]. The yield is 0.444. (2) The reactants are [H-].[Na+].[F:3][C:4]1[CH:13]=[CH:12][C:7]([C:8](=[N:10][OH:11])[NH2:9])=[CH:6][CH:5]=1.[OH:14][C:15]([C:22]1[CH:27]=[CH:26][N:25]=[CH:24][CH:23]=1)([CH3:21])[C:16](OCC)=O.CCOC(C)=O.CCCCCC. The catalyst is C1COCC1. The product is [F:3][C:4]1[CH:13]=[CH:12][C:7]([C:8]2[N:9]=[C:16]([C:15]([C:22]3[CH:27]=[CH:26][N:25]=[CH:24][CH:23]=3)([OH:14])[CH3:21])[O:11][N:10]=2)=[CH:6][CH:5]=1. The yield is 0.380. (3) The reactants are C(OC([NH:8][CH2:9][CH2:10][NH:11][C@:12]12[CH2:47][CH2:46][C@@H:45]([C:48]([CH3:50])=[CH2:49])[C@@H:13]1[C@@H:14]1[C@@:27]([CH3:30])([CH2:28][CH2:29]2)[C@@:26]2([CH3:31])[C@@H:17]([C@:18]3([CH3:44])[C@@H:23]([CH2:24][CH2:25]2)[C:22]([CH3:33])([CH3:32])[C:21]([C:34]2[CH:43]=[CH:42][C:37]([C:38]([O:40][CH3:41])=[O:39])=[CH:36][CH:35]=2)=[CH:20][CH2:19]3)[CH2:16][CH2:15]1)=O)(C)(C)C.Cl. The catalyst is O1CCOCC1. The product is [NH2:8][CH2:9][CH2:10][NH:11][C@:12]12[CH2:47][CH2:46][C@@H:45]([C:48]([CH3:50])=[CH2:49])[C@@H:13]1[C@@H:14]1[C@@:27]([CH3:30])([CH2:28][CH2:29]2)[C@@:26]2([CH3:31])[C@@H:17]([C@:18]3([CH3:44])[C@@H:23]([CH2:24][CH2:25]2)[C:22]([CH3:33])([CH3:32])[C:21]([C:34]2[CH:35]=[CH:36][C:37]([C:38]([O:40][CH3:41])=[O:39])=[CH:42][CH:43]=2)=[CH:20][CH2:19]3)[CH2:16][CH2:15]1. The yield is 1.00.